Dataset: NCI-60 drug combinations with 297,098 pairs across 59 cell lines. Task: Regression. Given two drug SMILES strings and cell line genomic features, predict the synergy score measuring deviation from expected non-interaction effect. (1) Drug 1: CC12CCC3C(C1CCC2=O)CC(=C)C4=CC(=O)C=CC34C. Drug 2: C1=CC(=CC=C1C#N)C(C2=CC=C(C=C2)C#N)N3C=NC=N3. Synergy scores: CSS=44.9, Synergy_ZIP=-0.858, Synergy_Bliss=-1.63, Synergy_Loewe=-0.421, Synergy_HSA=-1.99. Cell line: HOP-62. (2) Drug 1: CC1C(C(CC(O1)OC2CC(CC3=C2C(=C4C(=C3O)C(=O)C5=C(C4=O)C(=CC=C5)OC)O)(C(=O)C)O)N)O.Cl. Drug 2: COC1=C2C(=CC3=C1OC=C3)C=CC(=O)O2. Cell line: DU-145. Synergy scores: CSS=8.52, Synergy_ZIP=2.74, Synergy_Bliss=5.11, Synergy_Loewe=-7.87, Synergy_HSA=4.18. (3) Drug 1: CC1C(C(=O)NC(C(=O)N2CCCC2C(=O)N(CC(=O)N(C(C(=O)O1)C(C)C)C)C)C(C)C)NC(=O)C3=C4C(=C(C=C3)C)OC5=C(C(=O)C(=C(C5=N4)C(=O)NC6C(OC(=O)C(N(C(=O)CN(C(=O)C7CCCN7C(=O)C(NC6=O)C(C)C)C)C)C(C)C)C)N)C. Drug 2: CN(C(=O)NC(C=O)C(C(C(CO)O)O)O)N=O. Cell line: T-47D. Synergy scores: CSS=8.82, Synergy_ZIP=-5.28, Synergy_Bliss=-4.37, Synergy_Loewe=-10.8, Synergy_HSA=-4.19. (4) Drug 1: CCC1=C2CN3C(=CC4=C(C3=O)COC(=O)C4(CC)O)C2=NC5=C1C=C(C=C5)O. Drug 2: C1CN(P(=O)(OC1)NCCCl)CCCl. Cell line: M14. Synergy scores: CSS=26.3, Synergy_ZIP=-3.06, Synergy_Bliss=-0.376, Synergy_Loewe=-33.4, Synergy_HSA=0.0364. (5) Drug 1: C1CCC(CC1)NC(=O)N(CCCl)N=O. Drug 2: CCN(CC)CCNC(=O)C1=C(NC(=C1C)C=C2C3=C(C=CC(=C3)F)NC2=O)C. Cell line: HL-60(TB). Synergy scores: CSS=27.6, Synergy_ZIP=6.79, Synergy_Bliss=6.06, Synergy_Loewe=3.52, Synergy_HSA=4.51. (6) Drug 1: CC(C1=C(C=CC(=C1Cl)F)Cl)OC2=C(N=CC(=C2)C3=CN(N=C3)C4CCNCC4)N. Cell line: T-47D. Synergy scores: CSS=-2.54, Synergy_ZIP=-0.0693, Synergy_Bliss=-3.48, Synergy_Loewe=-5.06, Synergy_HSA=-5.12. Drug 2: C(CC(=O)O)C(=O)CN.Cl. (7) Drug 1: CC1C(C(CC(O1)OC2CC(CC3=C2C(=C4C(=C3O)C(=O)C5=C(C4=O)C(=CC=C5)OC)O)(C(=O)CO)O)N)O.Cl. Drug 2: B(C(CC(C)C)NC(=O)C(CC1=CC=CC=C1)NC(=O)C2=NC=CN=C2)(O)O. Cell line: MDA-MB-231. Synergy scores: CSS=64.2, Synergy_ZIP=-0.0351, Synergy_Bliss=1.46, Synergy_Loewe=0.275, Synergy_HSA=0.795.